Dataset: Peptide-MHC class II binding affinity with 134,281 pairs from IEDB. Task: Regression. Given a peptide amino acid sequence and an MHC pseudo amino acid sequence, predict their binding affinity value. This is MHC class II binding data. (1) The peptide sequence is DKLTIEAIENYFLD. The MHC is DRB4_0101 with pseudo-sequence DRB4_0103. The binding affinity (normalized) is 0.261. (2) The peptide sequence is GQFRVIGPRHPIRAL. The MHC is DRB1_0701 with pseudo-sequence DRB1_0701. The binding affinity (normalized) is 0.817. (3) The peptide sequence is FDHEFTFGWDELLSK. The MHC is DRB1_1001 with pseudo-sequence DRB1_1001. The binding affinity (normalized) is 0.409. (4) The peptide sequence is FTVQKGSDPKKLVLD. The MHC is HLA-DQA10501-DQB10201 with pseudo-sequence HLA-DQA10501-DQB10201. The binding affinity (normalized) is 0.0392. (5) The peptide sequence is GLVHVANNNYDPWTI. The MHC is HLA-DQA10401-DQB10402 with pseudo-sequence HLA-DQA10401-DQB10402. The binding affinity (normalized) is 0.186. (6) The peptide sequence is EVFFQRLGIASGRARY. The MHC is H-2-IAd with pseudo-sequence H-2-IAd. The binding affinity (normalized) is 0.737. (7) The peptide sequence is WMTGRMGERQLQKIE. The MHC is HLA-DQA10103-DQB10603 with pseudo-sequence HLA-DQA10103-DQB10603. The binding affinity (normalized) is 0. (8) The peptide sequence is SSVITLNTNVGLYDQSD. The MHC is DRB1_1301 with pseudo-sequence DRB1_1301. The binding affinity (normalized) is 0.0206. (9) The peptide sequence is ITMLTNGQCQNITVV. The MHC is DRB1_1101 with pseudo-sequence DRB1_1101. The binding affinity (normalized) is 0.217. (10) The peptide sequence is GLLYTVKYPNLSDLD. The MHC is DRB1_0405 with pseudo-sequence DRB1_0405. The binding affinity (normalized) is 0.962.